From a dataset of NCI-60 drug combinations with 297,098 pairs across 59 cell lines. Regression. Given two drug SMILES strings and cell line genomic features, predict the synergy score measuring deviation from expected non-interaction effect. (1) Drug 1: CNC(=O)C1=NC=CC(=C1)OC2=CC=C(C=C2)NC(=O)NC3=CC(=C(C=C3)Cl)C(F)(F)F. Drug 2: CS(=O)(=O)OCCCCOS(=O)(=O)C. Cell line: SK-MEL-28. Synergy scores: CSS=0.764, Synergy_ZIP=-1.16, Synergy_Bliss=-3.59, Synergy_Loewe=-4.92, Synergy_HSA=-4.16. (2) Drug 1: CC1=C(C=C(C=C1)NC(=O)C2=CC=C(C=C2)CN3CCN(CC3)C)NC4=NC=CC(=N4)C5=CN=CC=C5. Drug 2: CC1=C2C(C(=O)C3(C(CC4C(C3C(C(C2(C)C)(CC1OC(=O)C(C(C5=CC=CC=C5)NC(=O)C6=CC=CC=C6)O)O)OC(=O)C7=CC=CC=C7)(CO4)OC(=O)C)O)C)OC(=O)C. Cell line: NCI-H460. Synergy scores: CSS=13.1, Synergy_ZIP=9.42, Synergy_Bliss=9.26, Synergy_Loewe=4.39, Synergy_HSA=7.45. (3) Drug 1: CC1=CC2C(CCC3(C2CCC3(C(=O)C)OC(=O)C)C)C4(C1=CC(=O)CC4)C. Drug 2: CC1=C2C(C(=O)C3(C(CC4C(C3C(C(C2(C)C)(CC1OC(=O)C(C(C5=CC=CC=C5)NC(=O)OC(C)(C)C)O)O)OC(=O)C6=CC=CC=C6)(CO4)OC(=O)C)O)C)O. Cell line: LOX IMVI. Synergy scores: CSS=40.9, Synergy_ZIP=8.50, Synergy_Bliss=7.74, Synergy_Loewe=-28.0, Synergy_HSA=8.72. (4) Drug 1: C1C(C(OC1N2C=NC3=C(N=C(N=C32)Cl)N)CO)O. Drug 2: CC1=C(C(=O)C2=C(C1=O)N3CC4C(C3(C2COC(=O)N)OC)N4)N. Cell line: CCRF-CEM. Synergy scores: CSS=72.6, Synergy_ZIP=0.0541, Synergy_Bliss=-0.808, Synergy_Loewe=-6.79, Synergy_HSA=0.964. (5) Synergy scores: CSS=5.57, Synergy_ZIP=0.185, Synergy_Bliss=-0.0898, Synergy_Loewe=3.92, Synergy_HSA=1.05. Cell line: SK-MEL-5. Drug 2: CC12CCC3C(C1CCC2OP(=O)(O)O)CCC4=C3C=CC(=C4)OC(=O)N(CCCl)CCCl.[Na+]. Drug 1: C1=CN(C=N1)CC(O)(P(=O)(O)O)P(=O)(O)O. (6) Cell line: SF-295. Drug 2: CCC1=CC2CC(C3=C(CN(C2)C1)C4=CC=CC=C4N3)(C5=C(C=C6C(=C5)C78CCN9C7C(C=CC9)(C(C(C8N6C)(C(=O)OC)O)OC(=O)C)CC)OC)C(=O)OC.C(C(C(=O)O)O)(C(=O)O)O. Drug 1: C1CN1C2=NC(=NC(=N2)N3CC3)N4CC4. Synergy scores: CSS=67.1, Synergy_ZIP=-0.430, Synergy_Bliss=-0.588, Synergy_Loewe=-1.69, Synergy_HSA=4.39. (7) Cell line: UO-31. Drug 1: C1C(C(OC1N2C=C(C(=O)NC2=O)F)CO)O. Synergy scores: CSS=20.7, Synergy_ZIP=-6.91, Synergy_Bliss=-0.439, Synergy_Loewe=-15.4, Synergy_HSA=-0.964. Drug 2: CNC(=O)C1=NC=CC(=C1)OC2=CC=C(C=C2)NC(=O)NC3=CC(=C(C=C3)Cl)C(F)(F)F. (8) Drug 1: CS(=O)(=O)OCCCCOS(=O)(=O)C. Drug 2: CN(C(=O)NC(C=O)C(C(C(CO)O)O)O)N=O. Cell line: K-562. Synergy scores: CSS=16.9, Synergy_ZIP=-5.51, Synergy_Bliss=2.34, Synergy_Loewe=3.74, Synergy_HSA=4.61.